Dataset: Full USPTO retrosynthesis dataset with 1.9M reactions from patents (1976-2016). Task: Predict the reactants needed to synthesize the given product. (1) Given the product [CH3:5][CH:4]([N:6]1[CH2:7][CH:8]=[C:9]([C:12]2[CH:17]=[CH:16][C:15]([NH2:18])=[C:14]([O:21][CH3:22])[CH:13]=2)[CH2:10][CH2:11]1)[CH3:3], predict the reactants needed to synthesize it. The reactants are: NN.[CH3:3][CH:4]([N:6]1[CH2:11][CH:10]=[C:9]([C:12]2[CH:17]=[CH:16][C:15]([N+:18]([O-])=O)=[C:14]([O:21][CH3:22])[CH:13]=2)[CH2:8][CH2:7]1)[CH3:5]. (2) The reactants are: [CH3:1][C@H:2]1[CH2:6][CH2:5][CH2:4][N:3]1[CH2:7][CH2:8][CH2:9][OH:10].[N+:11]([C:14]1[CH:19]=[CH:18][C:17](O)=[CH:16][CH:15]=1)([O-:13])=[O:12]. Given the product [CH3:1][C@H:2]1[CH2:6][CH2:5][CH2:4][N:3]1[CH2:7][CH2:8][CH2:9][O:10][C:17]1[CH:18]=[CH:19][C:14]([N+:11]([O-:13])=[O:12])=[CH:15][CH:16]=1, predict the reactants needed to synthesize it.